This data is from Full USPTO retrosynthesis dataset with 1.9M reactions from patents (1976-2016). The task is: Predict the reactants needed to synthesize the given product. (1) Given the product [CH3:16][C:8]1[CH:9]=[CH:10][C:11]([C:13]2[S:14][CH:25]=[C:26]([CH3:27])[N:15]=2)=[CH:12][C:7]=1[N:6]([CH2:5][C:4]([OH:3])=[O:23])[CH2:17][C:18]([OH:20])=[O:19], predict the reactants needed to synthesize it. The reactants are: C([O:3][C:4](=[O:23])[CH2:5][N:6]([CH2:17][C:18]([O:20]CC)=[O:19])[C:7]1[CH:12]=[C:11]([C:13]([NH2:15])=[S:14])[CH:10]=[CH:9][C:8]=1[CH3:16])C.Cl[CH2:25][C:26](=O)[CH3:27]. (2) Given the product [CH2:24]([NH:25][C:10](=[O:12])[C:9]1[C:13]([NH:15][C:16]2[CH:21]=[CH:20][CH:19]=[CH:18][CH:17]=2)=[CH:14][C:6]([NH:5][C:4]([NH:3][CH2:1][CH3:2])=[O:22])=[N:7][CH:8]=1)[CH3:23], predict the reactants needed to synthesize it. The reactants are: [CH2:1]([NH:3][C:4](=[O:22])[NH:5][C:6]1[CH:14]=[C:13]([NH:15][C:16]2[CH:21]=[CH:20][CH:19]=[CH:18][CH:17]=2)[C:9]([C:10]([OH:12])=O)=[CH:8][N:7]=1)[CH3:2].[CH3:23][CH2:24][N:25]=C=NCCCN(C)C.Cl.C1C=CC2N(O)N=NC=2C=1.C(N)C. (3) Given the product [C:45]([O:49][C:50]([N:52]([C:61]([O:63][C:64]([CH3:65])([CH3:67])[CH3:66])=[O:62])[C@@H:53]([CH2:58]/[CH:59]=[CH:14]/[CH2:13][CH2:12][CH2:11][CH2:10][CH2:9][CH2:8][C:7]([O:6][C:2]([CH3:3])([CH3:4])[CH3:5])=[O:34])[C:54]([O:56][CH3:57])=[O:55])=[O:51])([CH3:48])([CH3:46])[CH3:47], predict the reactants needed to synthesize it. The reactants are: [Br-].[C:2]([O:6][C:7](=[O:34])[CH2:8][CH2:9][CH2:10][CH2:11][CH2:12][CH2:13][CH2:14][P+](C1C=CC=CC=1)(C1C=CC=CC=1)C1C=CC=CC=1)([CH3:5])([CH3:4])[CH3:3].C[Si](C)(C)N[Si](C)(C)C.[K].[C:45]([O:49][C:50]([N:52]([C:61]([O:63][C:64]([CH3:67])([CH3:66])[CH3:65])=[O:62])[C@@H:53]([CH2:58][CH:59]=O)[C:54]([O:56][CH3:57])=[O:55])=[O:51])([CH3:48])([CH3:47])[CH3:46]. (4) Given the product [Br:6][C:7]1[CH:12]=[CH:11][C:10]([C:13]#[C:14][Si:19]([CH2:15][CH2:16][CH2:17][CH3:18])([CH3:21])[CH3:20])=[CH:9][CH:8]=1, predict the reactants needed to synthesize it. The reactants are: C([Mg]Br)(C)C.[Br:6][C:7]1[CH:12]=[CH:11][C:10]([C:13]#[CH:14])=[CH:9][CH:8]=1.[CH2:15]([Si:19](Cl)([CH3:21])[CH3:20])[CH2:16][CH2:17][CH3:18]. (5) The reactants are: [CH2:1]([O:8][C:9]1[C:14](=[O:15])[CH:13]=[CH:12][NH:11][C:10]=1[CH3:16])[C:2]1[CH:7]=[CH:6][CH:5]=[CH:4][CH:3]=1.C(=O)([O-])[O-].[K+].[K+].[C:23]([CH:27](OC)[OH:28])([F:26])([F:25])[F:24].ClCCl. Given the product [CH2:1]([O:8][C:9]1[C:14](=[O:15])[C:13]([CH:27]([OH:28])[C:23]([F:26])([F:25])[F:24])=[CH:12][NH:11][C:10]=1[CH3:16])[C:2]1[CH:3]=[CH:4][CH:5]=[CH:6][CH:7]=1, predict the reactants needed to synthesize it. (6) Given the product [CH2:37]([O:8][C@H:9]1[CH2:10][CH2:11][C@H:12]([N:15]2[C:19](=[O:20])[C:18]3=[CH:21][CH:22]=[CH:23][CH:24]=[C:17]3[C:16]2=[O:25])[CH2:13][CH2:14]1)[CH2:31][CH3:32], predict the reactants needed to synthesize it. The reactants are: [Si]([O:8][C@H:9]1[CH2:14][CH2:13][C@H:12]([N:15]2[C:19](=[O:20])[C:18]3=[CH:21][CH:22]=[CH:23][CH:24]=[C:17]3[C:16]2=[O:25])[CH2:11][CH2:10]1)(C(C)(C)C)(C)C.C([SiH]([CH2:31][CH3:32])CC)C.[Bi](Br)(Br)Br.[C:37](#N)C. (7) Given the product [Br:42][CH2:11][C@@H:10]([CH:13]([CH3:15])[CH3:14])[CH2:9][O:8][CH2:1][C:2]1[CH:7]=[CH:6][CH:5]=[CH:4][CH:3]=1, predict the reactants needed to synthesize it. The reactants are: [CH2:1]([O:8][CH2:9][C@H:10]([CH:13]([CH3:15])[CH3:14])[CH2:11]O)[C:2]1[CH:7]=[CH:6][CH:5]=[CH:4][CH:3]=1.C1C=CC(P(C2C=CC=CC=2)C2C=CC=CC=2)=CC=1.C1C(=O)N([Br:42])C(=O)C1. (8) Given the product [CH2:13]([O:10][C:7]1[CH:8]=[CH:9][C:4]([C:2](=[O:3])[CH3:1])=[CH:5][C:6]=1[O:11][CH3:12])[C:14]1[CH:19]=[CH:18][CH:17]=[CH:16][CH:15]=1, predict the reactants needed to synthesize it. The reactants are: [CH3:1][C:2]([C:4]1[CH:9]=[CH:8][C:7]([OH:10])=[C:6]([O:11][CH3:12])[CH:5]=1)=[O:3].[CH2:13](Br)[C:14]1[CH:19]=[CH:18][CH:17]=[CH:16][CH:15]=1.C(=O)([O-])[O-].[K+].[K+]. (9) Given the product [Br:31][C:32]1[CH:37]=[CH:36][C:35]([C:19]2[CH:18]=[CH:17][C:16]([C:8]3[N:7]([C:1]4[CH:2]=[CH:3][CH:4]=[CH:5][CH:6]=4)[C:11]4[CH:12]=[CH:13][CH:14]=[CH:15][C:10]=4[N:9]=3)=[CH:21][CH:20]=2)=[CH:34][CH:33]=1, predict the reactants needed to synthesize it. The reactants are: [C:1]1([N:7]2[C:11]3[CH:12]=[CH:13][CH:14]=[CH:15][C:10]=3[N:9]=[C:8]2[C:16]2[CH:21]=[CH:20][C:19](B3OC(C)(C)C(C)(C)O3)=[CH:18][CH:17]=2)[CH:6]=[CH:5][CH:4]=[CH:3][CH:2]=1.[Br:31][C:32]1[CH:37]=[CH:36][C:35](I)=[CH:34][CH:33]=1.C(=O)([O-])[O-].[K+].[K+]. (10) Given the product [OH:26][CH2:25][CH2:24][O:23][C:18]1[CH:19]=[CH:20][CH:21]=[CH:22][C:17]=1[C:15]1[NH:14][C:13](=[O:28])[N:12]=[C:11]([C:8]2[CH:9]=[C:10]3[C:5](=[CH:6][CH:7]=2)[NH:4][N:3]=[C:2]3[CH3:1])[CH:16]=1.[CH3:1][C:2]1[C:10]2[C:5](=[CH:6][CH:7]=[C:8]([C:11]3[CH:16]=[C:15]([C:17]4[CH:22]=[CH:21][CH:20]=[CH:19][C:18]=4[O:23][CH2:24][CH2:25][O:26][CH3:27])[NH:14][C:13](=[O:28])[N:12]=3)[CH:9]=2)[NH:4][N:3]=1, predict the reactants needed to synthesize it. The reactants are: [CH3:1][C:2]1[C:10]2[C:5](=[CH:6][CH:7]=[C:8]([C:11]3[CH:16]=[C:15]([C:17]4[CH:22]=[CH:21][CH:20]=[CH:19][C:18]=4[O:23][CH2:24][CH2:25][O:26][CH3:27])[NH:14][C:13](=[O:28])[N:12]=3)[CH:9]=2)[N:4](C(=O)C)[N:3]=1.Cl.OCCOC1C=CC=CC=1C1NC(=O)N=C(C2C=C3C(=CC=2)NN=C3C)C=1.